This data is from Catalyst prediction with 721,799 reactions and 888 catalyst types from USPTO. The task is: Predict which catalyst facilitates the given reaction. (1) Reactant: [OH:1][C:2]1[CH:3]=[C:4]([CH:9]=[C:10]([OH:12])[CH:11]=1)[C:5]([O:7][CH3:8])=[O:6].F[C:14]1[CH:19]=[CH:18][C:17]([N+:20]([O-:22])=[O:21])=[CH:16][CH:15]=1.C([O-])([O-])=O.[K+].[K+].C1OCCOCCOCCOCCOCCOC1. Product: [OH:1][C:2]1[CH:3]=[C:4]([CH:9]=[C:10]([O:12][C:14]2[CH:19]=[CH:18][C:17]([N+:20]([O-:22])=[O:21])=[CH:16][CH:15]=2)[CH:11]=1)[C:5]([O:7][CH3:8])=[O:6]. The catalyst class is: 3. (2) Reactant: O.[OH:2][C:3]([C:12]([OH:14])=[O:13])([CH2:8][C:9]([OH:11])=[O:10])[CH2:4][C:5]([OH:7])=[O:6].[CH3:15][N:16]([CH3:33])[CH2:17][CH2:18][O:19][CH:20]([C:27]1[N:31]([CH3:32])[N:30]=[CH:29][CH:28]=1)[C:21]1[CH:26]=[CH:25][CH:24]=[CH:23][CH:22]=1. Product: [C:12]([C:3]([OH:2])([CH2:8][C:9]([OH:11])=[O:10])[CH2:4][C:5]([O-:7])=[O:6])([OH:14])=[O:13].[CH3:15][NH+:16]([CH3:33])[CH2:17][CH2:18][O:19][CH:20]([C:27]1[N:31]([CH3:32])[N:30]=[CH:29][CH:28]=1)[C:21]1[CH:26]=[CH:25][CH:24]=[CH:23][CH:22]=1. The catalyst class is: 5. (3) Reactant: CC(C)([O-])C.[K+].[CH2:7]([C:10]1[CH:15]=[CH:14][CH:13]=[CH:12][C:11]=1[OH:16])[CH2:8][CH3:9].[CH2:17]([O:19][C:20](=[O:25])[CH:21]=[C:22](Cl)[CH3:23])[CH3:18]. Product: [CH2:17]([O:19][C:20](=[O:25])/[CH:21]=[C:22](/[O:16][C:11]1[CH:12]=[CH:13][CH:14]=[CH:15][C:10]=1[CH2:7][CH2:8][CH3:9])\[CH3:23])[CH3:18]. The catalyst class is: 7. (4) Reactant: [Cl:1][C:2]1[CH:34]=[CH:33][C:5]([C:6]([NH:8][CH2:9][CH2:10][CH2:11][O:12][C:13]2[CH:21]=[CH:20][C:16]([C:17](O)=[O:18])=[CH:15][C:14]=2[NH:22][C:23]([NH:25][C:26]2[CH:31]=[N:30][C:29]([CH3:32])=[CH:28][N:27]=2)=[O:24])=[O:7])=[CH:4][CH:3]=1.OC1C2N=NNC=2C=CC=1.C(N(C(C)C)CC)(C)C.[CH3:54][N:55]([CH3:59])[CH2:56][CH2:57][NH2:58].Cl.CN(C)CCCN=C=NCC. Product: [ClH:1].[Cl:1][C:2]1[CH:3]=[CH:4][C:5]([C:6]([NH:8][CH2:9][CH2:10][CH2:11][O:12][C:13]2[CH:21]=[CH:20][C:16]([C:17]([NH:58][CH2:57][CH2:56][N:55]([CH3:59])[CH3:54])=[O:18])=[CH:15][C:14]=2[NH:22][C:23]([NH:25][C:26]2[CH:31]=[N:30][C:29]([CH3:32])=[CH:28][N:27]=2)=[O:24])=[O:7])=[CH:33][CH:34]=1. The catalyst class is: 39. (5) Reactant: [NH2:1][C:2]1[CH:7]=[CH:6][CH:5]=[CH:4][CH:3]=1.C[Al](C)C.[Br:12][C:13]1[CH:14]=[C:15]([CH:18]=[CH:19][CH:20]=1)[C:16]#[N:17].CO. The catalyst class is: 11. Product: [Br:12][C:13]1[CH:14]=[C:15]([CH:18]=[CH:19][CH:20]=1)/[C:16](=[N:1]\[C:2]1[CH:7]=[CH:6][CH:5]=[CH:4][CH:3]=1)/[NH2:17]. (6) Reactant: Cl.[NH2:2][CH2:3][CH2:4][NH:5][C:6](=[O:16])[C:7]1[CH:12]=[CH:11][C:10]([O:13][CH2:14][CH3:15])=[CH:9][CH:8]=1.[C:17]1([C:23]2[CH:28]=[C:27]([C:29]3[CH:34]=[CH:33][CH:32]=[CH:31][CH:30]=3)[N:26]=[C:25]([C:35](O)=[O:36])[CH:24]=2)[CH:22]=[CH:21][CH:20]=[CH:19][CH:18]=1.C(N(CC)CC)C.CCN=C=NCCCN(C)C.Cl.C1C=CC2N(O)N=NC=2C=1.O. Product: [CH2:14]([O:13][C:10]1[CH:11]=[CH:12][C:7]([C:6]([NH:5][CH2:4][CH2:3][NH:2][C:35](=[O:36])[C:25]2[CH:24]=[C:23]([C:17]3[CH:22]=[CH:21][CH:20]=[CH:19][CH:18]=3)[CH:28]=[C:27]([C:29]3[CH:30]=[CH:31][CH:32]=[CH:33][CH:34]=3)[N:26]=2)=[O:16])=[CH:8][CH:9]=1)[CH3:15]. The catalyst class is: 329. (7) Reactant: [NH2:1][C:2]1[N:7]=[C:6]([Cl:8])[C:5]([CH:9]=O)=[C:4](Cl)[N:3]=1.[C:12]([O:16][CH3:17])(=[O:15])[CH2:13][SH:14].C(=O)([O-])[O-].[K+].[K+]. Product: [NH2:1][C:2]1[N:7]=[C:6]([Cl:8])[C:5]2[CH:9]=[C:13]([C:12]([O:16][CH3:17])=[O:15])[S:14][C:4]=2[N:3]=1. The catalyst class is: 10.